This data is from Full USPTO retrosynthesis dataset with 1.9M reactions from patents (1976-2016). The task is: Predict the reactants needed to synthesize the given product. Given the product [F:1][C:2]1[CH:7]=[C:6]([F:8])[CH:5]=[CH:4][C:3]=1[N:9]1[C:17](=[O:18])[C:16]2[C@@H:15]3[C:19]([CH3:21])([CH3:20])[C@@:12]([CH3:22])([CH2:13][CH2:14]3)[C:11]=2[N:10]1[CH2:28][C:27]1[CH:30]=[CH:31][C:24]([F:23])=[CH:25][CH:26]=1, predict the reactants needed to synthesize it. The reactants are: [F:1][C:2]1[CH:7]=[C:6]([F:8])[CH:5]=[CH:4][C:3]=1[N:9]1[C:17](=[O:18])[C:16]2[C@@H:15]3[C:19]([CH3:21])([CH3:20])[C@@:12]([CH3:22])([CH2:13][CH2:14]3)[C:11]=2[NH:10]1.[F:23][C:24]1[CH:31]=[CH:30][C:27]([CH2:28]Br)=[CH:26][CH:25]=1.ClCCl.O.